This data is from Catalyst prediction with 721,799 reactions and 888 catalyst types from USPTO. The task is: Predict which catalyst facilitates the given reaction. (1) Reactant: Cl[CH2:2][O:3][CH3:4].[CH:5]1([C:8]2[CH:9]=[C:10]([CH:16]=[C:17]([OH:20])[C:18]=2[I:19])[C:11]([O:13][CH2:14][CH3:15])=[O:12])[CH2:7][CH2:6]1.C(=O)([O-])[O-].[K+].[K+].CN(C=O)C. Product: [CH:5]1([C:8]2[CH:9]=[C:10]([CH:16]=[C:17]([O:20][CH2:2][O:3][CH3:4])[C:18]=2[I:19])[C:11]([O:13][CH2:14][CH3:15])=[O:12])[CH2:7][CH2:6]1. The catalyst class is: 84. (2) Reactant: [CH:1]1([C:7]2[C:8]3[CH:9]=[CH:10][C:11]([C:36]([O:38][CH3:39])=[O:37])=[CH:12][C:13]=3[N:14]3[C:21]=2[C:20]2[CH:22]=[CH:23][CH:24]=[CH:25][C:19]=2[O:18][CH2:17][CH:16]([CH2:26][CH2:27][C:28](=O)[N:29]2[CH2:34][CH2:33][NH:32][CH2:31][CH2:30]2)[CH2:15]3)[CH2:6][CH2:5][CH2:4][CH2:3][CH2:2]1. Product: [CH:1]1([C:7]2[C:8]3[CH:9]=[CH:10][C:11]([C:36]([O:38][CH3:39])=[O:37])=[CH:12][C:13]=3[N:14]3[C:21]=2[C:20]2[CH:22]=[CH:23][CH:24]=[CH:25][C:19]=2[O:18][CH2:17][CH:16]([CH2:26][CH2:27][CH2:28][N:29]2[CH2:34][CH2:33][NH:32][CH2:31][CH2:30]2)[CH2:15]3)[CH2:6][CH2:5][CH2:4][CH2:3][CH2:2]1. The catalyst class is: 1. (3) Product: [NH2:11][CH2:10][C@@H:9]([NH:14][S@:15]([C:17]([CH3:20])([CH3:19])[CH3:18])=[O:16])[C:4]1[CH:5]=[C:6]([F:8])[CH:7]=[C:2]([Br:1])[CH:3]=1. The catalyst class is: 458. Reactant: [Br:1][C:2]1[CH:3]=[C:4]([C@H:9]([NH:14][S@:15]([C:17]([CH3:20])([CH3:19])[CH3:18])=[O:16])[CH2:10][N+:11]([O-])=O)[CH:5]=[C:6]([F:8])[CH:7]=1.[H][H]. (4) Reactant: [C:1]([NH:4][NH:5][C:6]([CH:8]1[CH2:13][CH2:12][N:11]([C:14]([O:16][C:17]([CH3:20])([CH3:19])[CH3:18])=[O:15])[CH:10]([CH3:21])[CH2:9]1)=[O:7])(=O)[CH3:2].CCN(C(C)C)C(C)C.C1(P(C2C=CC=CC=2)C2C=CC=CC=2)C=CC=CC=1.ClC(Cl)(Cl)C(Cl)(Cl)Cl. Product: [CH3:21][CH:10]1[CH2:9][CH:8]([C:6]2[O:7][C:1]([CH3:2])=[N:4][N:5]=2)[CH2:13][CH2:12][N:11]1[C:14]([O:16][C:17]([CH3:20])([CH3:19])[CH3:18])=[O:15]. The catalyst class is: 2. (5) Reactant: [CH3:1][O:2][C:3]1[C:8]2[C:9]([C:12]3[CH:17]=[CH:16][C:15]([N:18]4[CH2:23][CH2:22][O:21][CH2:20][CH2:19]4)=[CH:14][CH:13]=3)=[N:10][NH:11][C:7]=2[CH:6]=[CH:5][N:4]=1.[H-].[Na+].[CH:26]12[O:32][CH:31]1[CH2:30][CH2:29][CH2:28][CH2:27]2. Product: [CH3:1][O:2][C:3]1[C:8]2[C:9]([C:12]3[CH:13]=[CH:14][C:15]([N:18]4[CH2:23][CH2:22][O:21][CH2:20][CH2:19]4)=[CH:16][CH:17]=3)=[N:10][N:11]([CH:30]3[CH2:29][CH2:28][CH2:27][CH2:26][CH:31]3[OH:32])[C:7]=2[CH:6]=[CH:5][N:4]=1. The catalyst class is: 3. (6) Product: [C:1]([O:4][CH2:5][C:6]1[N:8]([C:9]2[CH:14]=[CH:13][C:12]([C:15]#[N:16])=[C:11]([C:17]([F:20])([F:19])[F:18])[CH:10]=2)[N:60]=[N:59][N:58]=1)(=[O:3])[CH3:2]. Reactant: [C:1]([O:4][CH2:5][C:6]([NH:8][C:9]1[CH:14]=[CH:13][C:12]([C:15]#[N:16])=[C:11]([C:17]([F:20])([F:19])[F:18])[CH:10]=1)=O)(=[O:3])[CH3:2].C1(P(C2C=CC=CC=2)C2C=CC=CC=2)C=CC=CC=1.CC(OC(/N=N/C(OC(C)C)=O)=O)C.C[Si]([N:58]=[N+:59]=[N-:60])(C)C. The catalyst class is: 56. (7) Reactant: FC(F)(F)S(O[C:7]1[C:16]2[C:11](=[CH:12][C:13]([O:17][CH3:18])=[CH:14][CH:15]=2)[CH:10]=[CH:9][CH:8]=1)(=O)=O.C1(P(C2C=CC=CC=2)C2C=CC3C(=CC=CC=3)C=2C2C3C(=CC=CC=3)C=CC=2P(C2C=CC=CC=2)C2C=CC=CC=2)C=CC=CC=1.C(=O)([O-])[O-].[Cs+].[Cs+].[CH2:73]([O:75][C:76](=[O:84])[C:77]1[CH:82]=[CH:81][CH:80]=[C:79]([NH2:83])[CH:78]=1)[CH3:74]. Product: [CH3:18][O:17][C:13]1[CH:12]=[C:11]2[C:16](=[CH:15][CH:14]=1)[C:7]([NH:83][C:79]1[CH:78]=[C:77]([CH:82]=[CH:81][CH:80]=1)[C:76]([O:75][CH2:73][CH3:74])=[O:84])=[CH:8][CH:9]=[CH:10]2. The catalyst class is: 187.